This data is from Catalyst prediction with 721,799 reactions and 888 catalyst types from USPTO. The task is: Predict which catalyst facilitates the given reaction. (1) Reactant: C[O:2][C:3](=[O:33])[C:4]1[CH:9]=[CH:8][C:7]([C:10]2[C:19]3[C:14](=[CH:15][CH:16]=[CH:17][CH:18]=3)[C:13]([CH2:20][C@@H:21]3[CH2:25][CH2:24][N:23]([CH:26]4[CH2:31][CH2:30][CH2:29][CH2:28][CH2:27]4)[C:22]3=[O:32])=[CH:12][CH:11]=2)=[CH:6][CH:5]=1. Product: [CH:26]1([N:23]2[CH2:24][CH2:25][C@@H:21]([CH2:20][C:13]3[C:14]4[C:19](=[CH:18][CH:17]=[CH:16][CH:15]=4)[C:10]([C:7]4[CH:8]=[CH:9][C:4]([C:3]([OH:33])=[O:2])=[CH:5][CH:6]=4)=[CH:11][CH:12]=3)[C:22]2=[O:32])[CH2:27][CH2:28][CH2:29][CH2:30][CH2:31]1. The catalyst class is: 273. (2) Reactant: [Cl:1][C:2]1[CH:7]=[C:6]([C:8]([F:11])([F:10])[F:9])[CH:5]=[CH:4][C:3]=1/[CH:12]=[CH:13]/[C:14]([OH:16])=[O:15]. Product: [Cl:1][C:2]1[CH:7]=[C:6]([C:8]([F:11])([F:10])[F:9])[CH:5]=[CH:4][C:3]=1[CH2:12][CH2:13][C:14]([OH:16])=[O:15]. The catalyst class is: 227. (3) Reactant: [CH3:1][C:2]([CH3:33])([CH3:32])[CH2:3][C:4]([NH:6][C:7]1[C:8]([CH3:31])=[C:9]([CH3:30])[C:10]2[O:14][CH2:13][CH:12]([C:15]3[CH:16]=[C:17](/[CH:21]=[CH:22]/[C:23]([O:25][CH2:26][CH3:27])=[O:24])[CH:18]=[CH:19][CH:20]=3)[C:11]=2[C:28]=1[CH3:29])=[O:5].C(OCC)(=O)C. Product: [CH3:32][C:2]([CH3:1])([CH3:33])[CH2:3][C:4]([NH:6][C:7]1[C:8]([CH3:31])=[C:9]([CH3:30])[C:10]2[O:14][CH2:13][CH:12]([C:15]3[CH:16]=[C:17]([CH2:21][CH2:22][C:23]([O:25][CH2:26][CH3:27])=[O:24])[CH:18]=[CH:19][CH:20]=3)[C:11]=2[C:28]=1[CH3:29])=[O:5]. The catalyst class is: 63. (4) Reactant: N1C=CC=CC=1.[CH3:7][O:8][C:9]([C:11]1[C:16]([NH2:17])=[N:15][CH:14]=[CH:13][N:12]=1)=[O:10].[Br:18][C:19]1[CH:20]=[CH:21][C:22]([F:28])=[C:23]([CH:27]=1)[C:24](Cl)=[O:25]. Product: [CH3:7][O:8][C:9]([C:11]1[C:16]([NH:17][C:24](=[O:25])[C:23]2[CH:27]=[C:19]([Br:18])[CH:20]=[CH:21][C:22]=2[F:28])=[N:15][CH:14]=[CH:13][N:12]=1)=[O:10]. The catalyst class is: 2. (5) Reactant: [F:1][C:2]1([F:17])[CH2:6][CH2:5][N:4]([C:7]2[N:15]=[C:14](F)[N:13]=[C:12]3[C:8]=2[N:9]=[CH:10][NH:11]3)[CH2:3]1.[C:18]([NH2:22])([CH3:21])([CH3:20])[CH3:19]. Product: [C:18]([NH:22][C:14]1[N:13]=[C:12]2[C:8]([N:9]=[CH:10][NH:11]2)=[C:7]([N:4]2[CH2:5][CH2:6][C:2]([F:17])([F:1])[CH2:3]2)[N:15]=1)([CH3:21])([CH3:20])[CH3:19]. The catalyst class is: 218. (6) Reactant: [C:1]1([S:7]([CH2:10][C:11]([NH:13][NH:14][C:15](=[O:17])[CH3:16])=O)(=[O:9])=[O:8])[CH:6]=[CH:5][CH:4]=[CH:3][CH:2]=1.P(Cl)(Cl)(Cl)=O. Product: [C:1]1([S:7]([CH2:10][C:11]2[O:17][C:15]([CH3:16])=[N:14][N:13]=2)(=[O:8])=[O:9])[CH:2]=[CH:3][CH:4]=[CH:5][CH:6]=1. The catalyst class is: 47.